This data is from Full USPTO retrosynthesis dataset with 1.9M reactions from patents (1976-2016). The task is: Predict the reactants needed to synthesize the given product. (1) Given the product [Cl:15][C:16]1[CH:17]=[C:18]([C:23]2[O:27][C:26]([CH2:28][CH2:29][NH:30][C:11]([C:4]3[C:5]4[C:10](=[CH:9][CH:8]=[CH:7][CH:6]=4)[N:2]([CH3:1])[N:3]=3)=[O:13])=[CH:25][CH:24]=2)[CH:19]=[CH:20][C:21]=1[Cl:22], predict the reactants needed to synthesize it. The reactants are: [CH3:1][N:2]1[C:10]2[C:5](=[CH:6][CH:7]=[CH:8][CH:9]=2)[C:4]([C:11]([OH:13])=O)=[N:3]1.Cl.[Cl:15][C:16]1[CH:17]=[C:18]([C:23]2[O:27][C:26]([CH2:28][CH2:29][NH2:30])=[CH:25][CH:24]=2)[CH:19]=[CH:20][C:21]=1[Cl:22]. (2) Given the product [C:22]1([C:21]([C:18]2[CH:19]=[CH:20][C:15]([O:14][CH2:13][C@H:9]3[CH2:10][CH2:11][CH2:12][NH:8]3)=[CH:16][CH:17]=2)=[O:28])[CH:23]=[CH:24][CH:25]=[CH:26][CH:27]=1, predict the reactants needed to synthesize it. The reactants are: C(OC([N:8]1[CH2:12][CH2:11][CH2:10][C@@H:9]1[CH2:13][O:14][C:15]1[CH:20]=[CH:19][C:18]([C:21](=[O:28])[C:22]2[CH:27]=[CH:26][CH:25]=[CH:24][CH:23]=2)=[CH:17][CH:16]=1)=O)(C)(C)C.Cl. (3) Given the product [F:1][C:2]1[CH:21]=[CH:20][C:5]2[C:6]([C:9]3[CH:14]=[CH:13][C:12]([O:15][CH2:16][C@H:17]([OH:18])[CH2:19][NH:27][CH2:26][C:25]4[CH:28]=[CH:29][CH:30]=[CH:31][C:24]=4[C:23]([F:22])([F:32])[F:33])=[CH:11][CH:10]=3)=[N:7][O:8][C:4]=2[CH:3]=1, predict the reactants needed to synthesize it. The reactants are: [F:1][C:2]1[CH:21]=[CH:20][C:5]2[C:6]([C:9]3[CH:14]=[CH:13][C:12]([O:15][CH2:16][C@H:17]4[CH2:19][O:18]4)=[CH:11][CH:10]=3)=[N:7][O:8][C:4]=2[CH:3]=1.[F:22][C:23]([F:33])([F:32])[C:24]1[CH:31]=[CH:30][CH:29]=[CH:28][C:25]=1[CH2:26][NH2:27]. (4) Given the product [CH3:18][C:4]1[C:5]([C:9]2[CH:10]=[CH:11][C:12]([C:13]([N:19]3[CH2:24][CH2:23][O:22][CH2:21][CH2:20]3)=[O:15])=[CH:16][CH:17]=2)=[C:6]([CH3:8])[NH:7][C:3]=1[CH:1]=[O:2], predict the reactants needed to synthesize it. The reactants are: [CH:1]([C:3]1[NH:7][C:6]([CH3:8])=[C:5]([C:9]2[CH:17]=[CH:16][C:12]([C:13]([OH:15])=O)=[CH:11][CH:10]=2)[C:4]=1[CH3:18])=[O:2].[NH:19]1[CH2:24][CH2:23][O:22][CH2:21][CH2:20]1. (5) Given the product [N:1]1([CH2:6][CH2:7][CH2:8][NH:9][C:10]([C:12]2[CH:21]=[CH:20][C:19]3[C:14](=[C:15]([C:26]4[CH2:27][CH2:28][O:23][CH2:24][CH:25]=4)[CH:16]=[N:17][CH:18]=3)[N:13]=2)=[O:11])[CH:5]=[CH:4][N:3]=[CH:2]1, predict the reactants needed to synthesize it. The reactants are: [N:1]1([CH2:6][CH2:7][CH2:8][NH:9][C:10]([C:12]2[CH:21]=[CH:20][C:19]3[C:14](=[C:15](Br)[CH:16]=[N:17][CH:18]=3)[N:13]=2)=[O:11])[CH:5]=[CH:4][N:3]=[CH:2]1.[O:23]1[CH2:28][CH:27]=[C:26](B2OC(C)(C)C(C)(C)O2)[CH2:25][CH2:24]1.C(=O)([O-])[O-].[Cs+].[Cs+]. (6) Given the product [CH3:27][NH:28][CH2:22][C:13]1[CH:14]=[C:15]([C:16]2[CH:17]=[CH:18][CH:19]=[CH:20][CH:21]=2)[N:11]([S:8]([C:5]2[CH:4]=[CH:3][C:2]([CH3:1])=[CH:7][CH:6]=2)(=[O:10])=[O:9])[CH:12]=1, predict the reactants needed to synthesize it. The reactants are: [CH3:1][C:2]1[CH:7]=[CH:6][C:5]([S:8]([N:11]2[C:15]([C:16]3[CH:21]=[CH:20][CH:19]=[CH:18][CH:17]=3)=[CH:14][C:13]([CH:22]=O)=[CH:12]2)(=[O:10])=[O:9])=[CH:4][CH:3]=1.[Cl-].C[NH3+].[C:27]([BH3-])#[N:28].[Na+].C(=O)([O-])O.[Na+]. (7) Given the product [F:43][C:25]([F:24])([F:44])[C:26]([NH:28][CH2:29][C:30]1[CH:35]=[CH:34][C:33]([F:36])=[C:32]([CH:37]2[CH2:42][CH2:41][N:40]([C:20]([C:7]3[C:6]4[C:10](=[C:2]([CH3:1])[CH:3]=[CH:4][CH:5]=4)[N:9]([CH2:11][CH2:12][CH2:13][N:14]4[CH2:15][CH2:16][O:17][CH2:18][CH2:19]4)[CH:8]=3)=[O:21])[CH2:39][CH2:38]2)[CH:31]=1)=[O:27], predict the reactants needed to synthesize it. The reactants are: [CH3:1][C:2]1[CH:3]=[CH:4][CH:5]=[C:6]2[C:10]=1[N:9]([CH2:11][CH2:12][CH2:13][N:14]1[CH2:19][CH2:18][O:17][CH2:16][CH2:15]1)[CH:8]=[C:7]2[C:20](O)=[O:21].Cl.[F:24][C:25]([F:44])([F:43])[C:26]([NH:28][CH2:29][C:30]1[CH:35]=[CH:34][C:33]([F:36])=[C:32]([CH:37]2[CH2:42][CH2:41][NH:40][CH2:39][CH2:38]2)[CH:31]=1)=[O:27].